From a dataset of NCI-60 drug combinations with 297,098 pairs across 59 cell lines. Regression. Given two drug SMILES strings and cell line genomic features, predict the synergy score measuring deviation from expected non-interaction effect. (1) Drug 1: CC1C(C(CC(O1)OC2CC(CC3=C2C(=C4C(=C3O)C(=O)C5=C(C4=O)C(=CC=C5)OC)O)(C(=O)C)O)N)O.Cl. Drug 2: CC1=C(C=C(C=C1)NC(=O)C2=CC=C(C=C2)CN3CCN(CC3)C)NC4=NC=CC(=N4)C5=CN=CC=C5. Cell line: NCI/ADR-RES. Synergy scores: CSS=1.58, Synergy_ZIP=1.74, Synergy_Bliss=2.67, Synergy_Loewe=0.348, Synergy_HSA=0.773. (2) Drug 1: CC1C(C(=O)NC(C(=O)N2CCCC2C(=O)N(CC(=O)N(C(C(=O)O1)C(C)C)C)C)C(C)C)NC(=O)C3=C4C(=C(C=C3)C)OC5=C(C(=O)C(=C(C5=N4)C(=O)NC6C(OC(=O)C(N(C(=O)CN(C(=O)C7CCCN7C(=O)C(NC6=O)C(C)C)C)C)C(C)C)C)N)C. Drug 2: CNC(=O)C1=NC=CC(=C1)OC2=CC=C(C=C2)NC(=O)NC3=CC(=C(C=C3)Cl)C(F)(F)F. Cell line: MALME-3M. Synergy scores: CSS=0.697, Synergy_ZIP=-4.62, Synergy_Bliss=-8.25, Synergy_Loewe=-29.2, Synergy_HSA=-9.25. (3) Drug 1: CN(C)N=NC1=C(NC=N1)C(=O)N. Drug 2: C1=NC2=C(N1)C(=S)N=C(N2)N. Cell line: CAKI-1. Synergy scores: CSS=46.5, Synergy_ZIP=-4.58, Synergy_Bliss=-4.32, Synergy_Loewe=-21.8, Synergy_HSA=-2.05. (4) Drug 1: C1=CC(=C2C(=C1NCCNCCO)C(=O)C3=C(C=CC(=C3C2=O)O)O)NCCNCCO. Drug 2: C1CNP(=O)(OC1)N(CCCl)CCCl. Cell line: SK-MEL-28. Synergy scores: CSS=46.4, Synergy_ZIP=4.35, Synergy_Bliss=6.74, Synergy_Loewe=-58.2, Synergy_HSA=6.75.